Task: Predict the product of the given reaction.. Dataset: Forward reaction prediction with 1.9M reactions from USPTO patents (1976-2016) (1) Given the reactants [CH2:1]([C:3]1[C:8](=[O:9])[NH:7][C:6]([CH3:10])=[C:5]([C:11]2[O:15][C:14]([CH:16]=O)=[CH:13][CH:12]=2)[CH:4]=1)[CH3:2].[CH2:18]([O:25][NH2:26])[C:19]1[CH:24]=[CH:23][CH:22]=[CH:21][CH:20]=1, predict the reaction product. The product is: [CH2:18]([O:25][N:26]=[CH:16][C:14]1[O:15][C:11]([C:5]2[CH:4]=[C:3]([CH2:1][CH3:2])[C:8](=[O:9])[NH:7][C:6]=2[CH3:10])=[CH:12][CH:13]=1)[C:19]1[CH:24]=[CH:23][CH:22]=[CH:21][CH:20]=1. (2) Given the reactants [CH2:1]([C:3]1([CH2:13][CH2:14][O:15][C:16]2[CH:21]=[CH:20][N:19]=[C:18]([CH2:22]O)[C:17]=2[CH3:24])[O:12][CH2:11][C:6]2([O:10][CH2:9][CH2:8][O:7]2)[CH2:5][O:4]1)[CH3:2].C(N(CC)CC)C.CS(Cl)(=O)=O.[SH:37][C:38]1[NH:39][C:40]2[CH:46]=[CH:45][CH:44]=[CH:43][C:41]=2[N:42]=1, predict the reaction product. The product is: [CH2:1]([C:3]1([CH2:13][CH2:14][O:15][C:16]2[CH:21]=[CH:20][N:19]=[C:18]([CH2:22][S:37][C:38]3[NH:42][C:41]4[CH:43]=[CH:44][CH:45]=[CH:46][C:40]=4[N:39]=3)[C:17]=2[CH3:24])[O:12][CH2:11][C:6]2([O:7][CH2:8][CH2:9][O:10]2)[CH2:5][O:4]1)[CH3:2]. (3) Given the reactants [Cl:1][C:2]1[C:3]([OH:26])=[C:4]([CH2:12][N:13]2[CH2:18][CH2:17][N:16]([C:19]([O:21][C:22]([CH3:25])([CH3:24])[CH3:23])=[O:20])[CH2:15][CH2:14]2)[C:5]2[O:9][CH2:8][C:7](=[O:10])[C:6]=2[CH:11]=1.[Cl:27][C:28]1[CH:29]=[C:30]2[C:34](=[CH:35][CH:36]=1)[NH:33][N:32]=[C:31]2[CH:37]=O.N1CCCCC1, predict the reaction product. The product is: [Cl:1][C:2]1[C:3]([OH:26])=[C:4]([CH2:12][N:13]2[CH2:18][CH2:17][N:16]([C:19]([O:21][C:22]([CH3:23])([CH3:25])[CH3:24])=[O:20])[CH2:15][CH2:14]2)[C:5]2[O:9]/[C:8](=[CH:37]\[C:31]3[C:30]4[C:34](=[CH:35][CH:36]=[C:28]([Cl:27])[CH:29]=4)[NH:33][N:32]=3)/[C:7](=[O:10])[C:6]=2[CH:11]=1. (4) Given the reactants [CH:1]([Mg]Br)=[CH:2][CH3:3].[Cl:6][C:7]1[C:12]([N+:13]([O-])=O)=[CH:11][C:10]([I:16])=[CH:9][N:8]=1, predict the reaction product. The product is: [Cl:6][C:7]1[N:8]=[CH:9][C:10]([I:16])=[C:11]2[C:2]([CH3:3])=[CH:1][NH:13][C:12]=12. (5) Given the reactants [CH3:1][N:2]([CH3:15])[C:3]1[C:12]2[C:7](=[CH:8][CH:9]=[C:10]([CH:13]=O)[CH:11]=2)[N:6]=[CH:5][N:4]=1.[NH:16]=[C:17]1[NH:21][C:20](=[O:22])[CH2:19][S:18]1, predict the reaction product. The product is: [NH:16]=[C:17]1[NH:21][C:20](=[O:22])[C:19](=[CH:13][C:10]2[CH:11]=[C:12]3[C:7](=[CH:8][CH:9]=2)[N:6]=[CH:5][N:4]=[C:3]3[N:2]([CH3:15])[CH3:1])[S:18]1. (6) Given the reactants [F:1][C:2]1[CH:7]=[CH:6][C:5]([OH:8])=[C:4]([CH3:9])[C:3]=1[NH:10][CH2:11][C:12]1[CH:17]=[C:16]([C:18]2[CH:23]=[CH:22][CH:21]=[C:20]([F:24])[CH:19]=2)[CH:15]=[CH:14][C:13]=1[F:25].C([O-])([O-])=O.[Cs+].[Cs+].Br[CH2:33][C:34]([O:36][CH:37]([CH3:39])[CH3:38])=[O:35].O, predict the reaction product. The product is: [F:1][C:2]1[CH:7]=[CH:6][C:5]([O:8][CH2:33][C:34]([O:36][CH:37]([CH3:39])[CH3:38])=[O:35])=[C:4]([CH3:9])[C:3]=1[NH:10][CH2:11][C:12]1[CH:17]=[C:16]([C:18]2[CH:23]=[CH:22][CH:21]=[C:20]([F:24])[CH:19]=2)[CH:15]=[CH:14][C:13]=1[F:25].